The task is: Predict the product of the given reaction.. This data is from Forward reaction prediction with 1.9M reactions from USPTO patents (1976-2016). (1) The product is: [CH3:1][S:2]([CH2:5][C:11]1[S:12][C:13]2[CH:19]=[C:18]([C:20]3[CH:25]=[CH:24][CH:23]=[CH:22][CH:21]=3)[CH:17]=[CH:16][C:14]=2[N:15]=1)(=[O:3])=[O:4]. Given the reactants [CH3:1][S:2]([CH:5]([C:11]1[S:12][C:13]2[CH:19]=[C:18]([C:20]3[CH:25]=[CH:24][CH:23]=[CH:22][CH:21]=3)[CH:17]=[CH:16][C:14]=2[N:15]=1)C(OCC)=O)(=[O:4])=[O:3].NN, predict the reaction product. (2) The product is: [Cl:8][C:7]1[C:2]2[N:3]([CH:10]=[C:11]([C:13]3[CH:18]=[CH:17][C:16]([F:19])=[CH:15][CH:14]=3)[N:1]=2)[CH:4]=[CH:5][CH:6]=1. Given the reactants [NH2:1][C:2]1[C:7]([Cl:8])=[CH:6][CH:5]=[CH:4][N:3]=1.Br[CH2:10][C:11]([C:13]1[CH:18]=[CH:17][C:16]([F:19])=[CH:15][CH:14]=1)=O.C(=O)(O)[O-].[Na+], predict the reaction product. (3) Given the reactants [C:1](Cl)(Cl)=[O:2].Cl.[CH3:6][O:7][C@H:8]1[CH2:13][CH2:12][CH2:11][CH2:10][C@H:9]1[NH2:14].C(N(CC)CC)C.Cl.[CH3:23][N:24]1[CH2:29][CH2:28][N:27]([C:30]2[CH:35]=[C:34]([C:36]3[CH:45]=[C:44]4[C:39]([CH2:40][CH2:41][NH:42][CH2:43]4)=[CH:38][CH:37]=3)[N:33]=[C:32]([NH2:46])[N:31]=2)[CH2:26][CH2:25]1, predict the reaction product. The product is: [NH2:46][C:32]1[N:33]=[C:34]([C:36]2[CH:45]=[C:44]3[C:39]([CH2:40][CH2:41][N:42]([C:1]([NH:14][C@@H:9]4[CH2:10][CH2:11][CH2:12][CH2:13][C@@H:8]4[O:7][CH3:6])=[O:2])[CH2:43]3)=[CH:38][CH:37]=2)[CH:35]=[C:30]([N:27]2[CH2:26][CH2:25][N:24]([CH3:23])[CH2:29][CH2:28]2)[N:31]=1. (4) Given the reactants Br[CH2:2][C:3](=[CH2:8])[C:4]([O:6][CH3:7])=[O:5].C([O-])([O-])=O.[K+].[K+].[NH:15]1[CH2:20][CH2:19][O:18][CH2:17][CH2:16]1, predict the reaction product. The product is: [CH3:7][O:6][C:4](=[O:5])[C:3]([CH2:2][N:15]1[CH2:20][CH2:19][O:18][CH2:17][CH2:16]1)=[CH2:8].